From a dataset of Full USPTO retrosynthesis dataset with 1.9M reactions from patents (1976-2016). Predict the reactants needed to synthesize the given product. Given the product [F:45][C:39]1[CH:40]=[CH:41][C:42]([F:44])=[CH:43][C:38]=1[S:35]([N:31]([C:27]1[CH:28]=[CH:29][CH:30]=[C:25]([C:16]2[C:17]([C:19]3[CH:24]=[CH:23][N:22]=[CH:21][CH:20]=3)=[CH:18][N:14]([CH:11]3[CH2:10][CH2:9][NH:8][CH2:13][CH2:12]3)[N:15]=2)[C:26]=1[F:46])[CH2:32][O:33][CH3:34])(=[O:37])=[O:36], predict the reactants needed to synthesize it. The reactants are: C(OC([N:8]1[CH2:13][CH2:12][CH:11]([N:14]2[CH:18]=[C:17]([C:19]3[CH:24]=[CH:23][N:22]=[CH:21][CH:20]=3)[C:16]([C:25]3[CH:30]=[CH:29][CH:28]=[C:27]([N:31]([S:35]([C:38]4[CH:43]=[C:42]([F:44])[CH:41]=[CH:40][C:39]=4[F:45])(=[O:37])=[O:36])[CH2:32][O:33][CH3:34])[C:26]=3[F:46])=[N:15]2)[CH2:10][CH2:9]1)=O)(C)(C)C.Cl.